This data is from Catalyst prediction with 721,799 reactions and 888 catalyst types from USPTO. The task is: Predict which catalyst facilitates the given reaction. Reactant: C([N:8]1[CH:13]2[CH2:14][CH2:15][CH:9]1[CH2:10][CH:11]([N:16]1[C:20]3[CH:21]=[CH:22][CH:23]=[C:24]([F:25])[C:19]=3[N:18]=[C:17]1[CH:26]1[CH2:28][CH2:27]1)[CH2:12]2)C1C=CC=CC=1. Product: [CH:13]12[NH:8][CH:9]([CH2:15][CH2:14]1)[CH2:10][CH:11]([N:16]1[C:20]3[CH:21]=[CH:22][CH:23]=[C:24]([F:25])[C:19]=3[N:18]=[C:17]1[CH:26]1[CH2:28][CH2:27]1)[CH2:12]2. The catalyst class is: 19.